This data is from NCI-60 drug combinations with 297,098 pairs across 59 cell lines. The task is: Regression. Given two drug SMILES strings and cell line genomic features, predict the synergy score measuring deviation from expected non-interaction effect. (1) Synergy scores: CSS=-4.52, Synergy_ZIP=5.97, Synergy_Bliss=9.88, Synergy_Loewe=-3.43, Synergy_HSA=-1.41. Cell line: MDA-MB-231. Drug 1: C(=O)(N)NO. Drug 2: C1=CC=C(C(=C1)C(C2=CC=C(C=C2)Cl)C(Cl)Cl)Cl. (2) Drug 1: CCCS(=O)(=O)NC1=C(C(=C(C=C1)F)C(=O)C2=CNC3=C2C=C(C=N3)C4=CC=C(C=C4)Cl)F. Drug 2: CC1CCCC2(C(O2)CC(NC(=O)CC(C(C(=O)C(C1O)C)(C)C)O)C(=CC3=CSC(=N3)C)C)C. Cell line: NCI-H322M. Synergy scores: CSS=0.131, Synergy_ZIP=2.78, Synergy_Bliss=3.00, Synergy_Loewe=-4.52, Synergy_HSA=-3.03. (3) Drug 1: C1=C(C(=O)NC(=O)N1)N(CCCl)CCCl. Drug 2: C1=CC(=CC=C1CC(C(=O)O)N)N(CCCl)CCCl.Cl. Cell line: HCC-2998. Synergy scores: CSS=8.96, Synergy_ZIP=-5.47, Synergy_Bliss=-5.64, Synergy_Loewe=-8.04, Synergy_HSA=-7.16. (4) Drug 1: CC1=C(C(=O)C2=C(C1=O)N3CC4C(C3(C2COC(=O)N)OC)N4)N. Drug 2: CCN(CC)CCNC(=O)C1=C(NC(=C1C)C=C2C3=C(C=CC(=C3)F)NC2=O)C. Cell line: HCT116. Synergy scores: CSS=75.8, Synergy_ZIP=3.30, Synergy_Bliss=2.49, Synergy_Loewe=1.28, Synergy_HSA=8.77. (5) Drug 1: CNC(=O)C1=CC=CC=C1SC2=CC3=C(C=C2)C(=NN3)C=CC4=CC=CC=N4. Drug 2: C1CCN(CC1)CCOC2=CC=C(C=C2)C(=O)C3=C(SC4=C3C=CC(=C4)O)C5=CC=C(C=C5)O. Cell line: SK-MEL-2. Synergy scores: CSS=2.43, Synergy_ZIP=2.97, Synergy_Bliss=4.53, Synergy_Loewe=0.886, Synergy_HSA=1.53. (6) Drug 1: C1=CC(=CC=C1CC(C(=O)O)N)N(CCCl)CCCl.Cl. Drug 2: C(=O)(N)NO. Cell line: RPMI-8226. Synergy scores: CSS=27.2, Synergy_ZIP=-6.08, Synergy_Bliss=2.91, Synergy_Loewe=-2.76, Synergy_HSA=1.74.